Dataset: Reaction yield outcomes from USPTO patents with 853,638 reactions. Task: Predict the reaction yield, written as a fraction of the theoretical maximum amount of product (1.0 means a 100% yield; for example, 0.34 means a 34% yield). (1) The reactants are [N:1]1[C:8](Cl)=[N:7][C:5]([Cl:6])=[N:4][C:2]=1[Cl:3].[Mg+2].[Br-].[Br-].O(CC)CC.[CH:18]([C:21]1[CH:26]=[CH:25][C:24](Br)=[CH:23][CH:22]=1)([CH3:20])[CH3:19].C([Li])CCC. The catalyst is C1COCC1. The product is [Cl:3][C:2]1[N:4]=[C:5]([Cl:6])[N:7]=[C:8]([C:24]2[CH:25]=[CH:26][C:21]([CH:18]([CH3:20])[CH3:19])=[CH:22][CH:23]=2)[N:1]=1. The yield is 0.170. (2) The reactants are [Cl:1][C:2]1[C:7](Cl)=[CH:6][C:5]([NH2:9])=[C:4]([N+:10]([O-:12])=[O:11])[CH:3]=1.CN(C=O)C.C([O-])([O-])=O.[K+].[K+].[C:24]1([CH2:30][SH:31])[CH:29]=[CH:28][CH:27]=[CH:26][CH:25]=1. The catalyst is CCOC(C)=O. The product is [CH2:30]([S:31][C:7]1[C:2]([Cl:1])=[CH:3][C:4]([N+:10]([O-:12])=[O:11])=[C:5]([NH2:9])[CH:6]=1)[C:24]1[CH:29]=[CH:28][CH:27]=[CH:26][CH:25]=1. The yield is 0.560. (3) The product is [Cl:1][C:2]1[S:6][C:5]([N:7]([CH2:20][C:21]2[CH:26]=[CH:25][C:24]([O:27][CH3:28])=[CH:23][C:22]=2[O:29][CH3:30])[S:8]([C:11]2[CH:16]=[CH:15][C:14]([O:39][C:33]3[CH:34]=[CH:35][C:36]([F:38])=[CH:37][C:32]=3[I:31])=[C:13]([C:18]#[N:19])[CH:12]=2)(=[O:10])=[O:9])=[N:4][CH:3]=1. The reactants are [Cl:1][C:2]1[S:6][C:5]([N:7]([CH2:20][C:21]2[CH:26]=[CH:25][C:24]([O:27][CH3:28])=[CH:23][C:22]=2[O:29][CH3:30])[S:8]([C:11]2[CH:16]=[CH:15][C:14](F)=[C:13]([C:18]#[N:19])[CH:12]=2)(=[O:10])=[O:9])=[N:4][CH:3]=1.[I:31][C:32]1[CH:37]=[C:36]([F:38])[CH:35]=[CH:34][C:33]=1[OH:39].C(=O)([O-])[O-].[K+].[K+].O. The catalyst is CS(C)=O. The yield is 1.00.